The task is: Predict the reactants needed to synthesize the given product.. This data is from Full USPTO retrosynthesis dataset with 1.9M reactions from patents (1976-2016). (1) Given the product [ClH:23].[ClH:23].[ClH:23].[NH2:8][CH2:9][C@H:10]([N:15]1[CH2:16][CH2:17][N:18]([CH2:21][CH3:22])[CH2:19][CH2:20]1)[C:11]([O:13][CH3:14])=[O:12], predict the reactants needed to synthesize it. The reactants are: C(OC([NH:8][CH2:9][C@H:10]([N:15]1[CH2:20][CH2:19][N:18]([CH2:21][CH3:22])[CH2:17][CH2:16]1)[C:11]([O:13][CH3:14])=[O:12])=O)(C)(C)C.[ClH:23]. (2) Given the product [OH:27][CH:3]1[C:4](=[O:17])[CH2:5][CH:6]([C:8]2[CH:13]=[CH:12][N:11]=[CH:10][C:9]=2[N+:14]([O-:16])=[O:15])[O:7][CH:2]1[CH3:1], predict the reactants needed to synthesize it. The reactants are: [CH3:1][CH:2]1[O:7][CH:6]([C:8]2[CH:13]=[CH:12][N:11]=[CH:10][C:9]=2[N+:14]([O-:16])=[O:15])[CH2:5][C:4]([O:17][Si](CC)(CC)CC)=[CH:3]1.CC1(C)O[O:27]1.C1CCCCC=1.Cl.[OH-].[Na+].